This data is from Catalyst prediction with 721,799 reactions and 888 catalyst types from USPTO. The task is: Predict which catalyst facilitates the given reaction. (1) Reactant: [NH:1]1[C:9]2[C:4](=[CH:5][CH:6]=[CH:7][CH:8]=2)[C:3]([C:10](=[O:14])[C:11](Cl)=[O:12])=[CH:2]1.[C:15]1([CH:21]([NH2:28])[C:22]2[CH:27]=[CH:26][CH:25]=[CH:24][CH:23]=2)[CH:20]=[CH:19][CH:18]=[CH:17][CH:16]=1. Product: [CH:21]([NH:28][C:11](=[O:12])[C:10]([C:3]1[C:4]2[C:9](=[CH:8][CH:7]=[CH:6][CH:5]=2)[NH:1][CH:2]=1)=[O:14])([C:22]1[CH:23]=[CH:24][CH:25]=[CH:26][CH:27]=1)[C:15]1[CH:20]=[CH:19][CH:18]=[CH:17][CH:16]=1. The catalyst class is: 23. (2) Reactant: [C:1]([C:5]1[CH:6]=[C:7]([C:17](=[NH:19])[NH2:18])[CH:8]=[C:9]([C:13]([CH3:16])([CH3:15])[CH3:14])[C:10]=1[O:11][CH3:12])([CH3:4])([CH3:3])[CH3:2].C[Si](C)(C)[C:22]#[C:23][C:24]([CH:26]1[CH2:31][CH2:30][N:29]([C:32]([O:34][C:35]([CH3:38])([CH3:37])[CH3:36])=[O:33])[CH2:28][CH2:27]1)=O.C(=O)([O-])[O-].[Na+].[Na+]. Product: [C:1]([C:5]1[CH:6]=[C:7]([C:17]2[N:18]=[C:24]([CH:26]3[CH2:31][CH2:30][N:29]([C:32]([O:34][C:35]([CH3:38])([CH3:37])[CH3:36])=[O:33])[CH2:28][CH2:27]3)[CH:23]=[CH:22][N:19]=2)[CH:8]=[C:9]([C:13]([CH3:16])([CH3:15])[CH3:14])[C:10]=1[O:11][CH3:12])([CH3:4])([CH3:2])[CH3:3]. The catalyst class is: 10. (3) Reactant: [CH3:1][N:2]([CH3:26])[C:3]1([C:20]2[CH:25]=[CH:24][CH:23]=[CH:22][CH:21]=2)[CH2:8][CH2:7][C:6](=[CH:9][C:10]([NH:12][C:13]2[CH:18]=[CH:17][C:16]([F:19])=[CH:15][CH:14]=2)=[O:11])[CH2:5][CH2:4]1.[Cl:27][Si](C)(C)C. Product: [ClH:27].[CH3:26][N:2]([CH3:1])[C:3]1([C:20]2[CH:25]=[CH:24][CH:23]=[CH:22][CH:21]=2)[CH2:4][CH2:5][C:6](=[CH:9][C:10]([NH:12][C:13]2[CH:14]=[CH:15][C:16]([F:19])=[CH:17][CH:18]=2)=[O:11])[CH2:7][CH2:8]1. The catalyst class is: 573. (4) Reactant: Cl.Cl[CH2:3][C@@H:4]([OH:31])[CH2:5][NH:6][C:7]([C:9]1[CH:10]=[N:11][N:12]2[CH:17]=[CH:16][C:15]([N:18]3[CH2:22][CH2:21][CH2:20][C@@H:19]3[C:23]3[C:24](=[O:30])[NH:25][CH:26]=[C:27]([F:29])[CH:28]=3)=[N:14][C:13]=12)=[O:8].C([O-])([O-])=O.[Cs+].[Cs+]. The catalyst class is: 3. Product: [F:29][C:27]1[CH:28]=[C:23]2[C:24](=[O:30])[N:25]([CH:26]=1)[CH2:3][C@@H:4]([OH:31])[CH2:5][NH:6][C:7](=[O:8])[C:9]1=[C:13]3[N:14]=[C:15]([CH:16]=[CH:17][N:12]3[N:11]=[CH:10]1)[N:18]1[C@@H:19]2[CH2:20][CH2:21][CH2:22]1. (5) Reactant: [Cl:1][C:2]1[CH:7]=[CH:6][C:5]([CH2:8][C:9]([CH3:12])(O)[CH3:10])=[CH:4][C:3]=1[F:13].[C:14](#[N:16])[CH3:15].S(=O)(=O)(O)[OH:18].[OH-].[Na+]. Product: [Cl:1][C:2]1[CH:7]=[CH:6][C:5]([CH2:8][C:9]([NH:16][C:14](=[O:18])[CH3:15])([CH3:12])[CH3:10])=[CH:4][C:3]=1[F:13]. The catalyst class is: 15. (6) Reactant: P(Cl)(Cl)([Cl:3])=O.[Br:6][C:7]1[CH:16]=[C:15]2[C:10]([C:11](O)=[C:12]([N+:17]([O-:19])=[O:18])[CH:13]=[N:14]2)=[N:9][CH:8]=1. Product: [Br:6][C:7]1[CH:16]=[C:15]2[C:10]([C:11]([Cl:3])=[C:12]([N+:17]([O-:19])=[O:18])[CH:13]=[N:14]2)=[N:9][CH:8]=1. The catalyst class is: 3. (7) Reactant: [N:1]1[C:10]2[C:5](=[CH:6][CH:7]=[CH:8][CH:9]=2)[C:4]([C:11](=O)[CH3:12])=[CH:3][CH:2]=1.C([O:16][C:17]([C:19]1[CH:42]=[CH:41][C:22]2[N:23]([CH:35]3[CH2:40][CH2:39][CH2:38][CH2:37][CH2:36]3)[C:24]([C:26]3[CH:31]=[CH:30][C:29]([NH2:32])=[C:28]([CH:33]=O)[CH:27]=3)=[N:25][C:21]=2[CH:20]=1)=[O:18])C.[OH-].[K+].Cl. Product: [N:32]1[C:29]2[C:28](=[CH:27][C:26]([C:24]3[N:23]([CH:35]4[CH2:36][CH2:37][CH2:38][CH2:39][CH2:40]4)[C:22]4[CH:41]=[CH:42][C:19]([C:17]([OH:18])=[O:16])=[CH:20][C:21]=4[N:25]=3)=[CH:31][CH:30]=2)[CH:33]=[CH:12][C:11]=1[C:4]1[C:5]2[C:10](=[CH:9][CH:8]=[CH:7][CH:6]=2)[N:1]=[CH:2][CH:3]=1. The catalyst class is: 8. (8) Reactant: [NH2:1][CH2:2][CH2:3][C:4]([C:6]1[CH:20]=[CH:19][C:9]2[N:10]=[C:11]([NH:13][C:14]([NH:16][CH2:17][CH3:18])=[O:15])[S:12][C:8]=2[CH:7]=1)=[O:5].C(N(CC)CC)C.[F:28][C:29]1[CH:37]=[CH:36][C:35]([F:38])=[CH:34][C:30]=1[C:31](Cl)=[O:32]. Product: [CH2:17]([NH:16][C:14]([NH:13][C:11]1[S:12][C:8]2[CH:7]=[C:6]([C:4](=[O:5])[CH2:3][CH2:2][NH:1][C:31](=[O:32])[C:30]3[CH:34]=[C:35]([F:38])[CH:36]=[CH:37][C:29]=3[F:28])[CH:20]=[CH:19][C:9]=2[N:10]=1)=[O:15])[CH3:18]. The catalyst class is: 3. (9) Reactant: CN(C(ON1N=NC2C=CC=NC1=2)=[N+](C)C)C.F[P-](F)(F)(F)(F)F.[NH2:25][C:26]1[C:27]([C:36]([OH:38])=O)=[CH:28][C:29]2[C:34]([CH:35]=1)=[CH:33][CH:32]=[CH:31][CH:30]=2.[NH2:39][C@@H:40]([CH:49]1[CH2:54][CH2:53][CH2:52][CH2:51][CH2:50]1)[CH2:41][C:42]([O:44][C:45]([CH3:48])([CH3:47])[CH3:46])=[O:43].C(N(CC)C(C)C)(C)C.C([O-])(O)=O.[Na+]. Product: [NH2:25][C:26]1[C:27]([C:36]([NH:39][C@@H:40]([CH:49]2[CH2:54][CH2:53][CH2:52][CH2:51][CH2:50]2)[CH2:41][C:42]([O:44][C:45]([CH3:48])([CH3:46])[CH3:47])=[O:43])=[O:38])=[CH:28][C:29]2[C:34]([CH:35]=1)=[CH:33][CH:32]=[CH:31][CH:30]=2. The catalyst class is: 39.